Dataset: Reaction yield outcomes from USPTO patents with 853,638 reactions. Task: Predict the reaction yield, written as a fraction of the theoretical maximum amount of product (1.0 means a 100% yield; for example, 0.34 means a 34% yield). (1) The reactants are [NH2:1][C:2]1[CH:3]=[C:4]([NH:8]C(=O)OC(C)(C)C)[CH:5]=[CH:6][CH:7]=1.N1C=CC=CC=1.[C:22]1([S:28](Cl)(=[O:30])=[O:29])[CH:27]=[CH:26][CH:25]=[CH:24][CH:23]=1.FC(F)(F)C(O)=O. The catalyst is C(#N)C.[Cl-].[Na+].O.O. The product is [NH2:1][C:2]1[CH:3]=[C:4]([NH:8][S:28]([C:22]2[CH:27]=[CH:26][CH:25]=[CH:24][CH:23]=2)(=[O:30])=[O:29])[CH:5]=[CH:6][CH:7]=1. The yield is 1.31. (2) The reactants are [C:1]([O:5][C:6]([NH:8][CH2:9][C:10]1([CH2:16][C:17]([OH:19])=O)[CH2:15][CH2:14][CH2:13][CH2:12][CH2:11]1)=[O:7])([CH3:4])([CH3:3])[CH3:2].Cl.CN(C)CCCN=C=NCC.[CH2:32]([N:34](CC)[CH2:35][CH3:36])[CH3:33].C(NCC)C.C(OC(N1C(=O)CC2(CCCCC2)C1)=O)(C)(C)C. The catalyst is ClCCl.CN(C)C1C=CN=CC=1.C(OCC)(=O)C.C(Cl)(Cl)Cl.CCCCCC. The product is [C:1]([O:5][C:6](=[O:7])[NH:8][CH2:9][C:10]1([CH2:16][C:17](=[O:19])[N:34]([CH2:35][CH3:36])[CH2:32][CH3:33])[CH2:11][CH2:12][CH2:13][CH2:14][CH2:15]1)([CH3:2])([CH3:3])[CH3:4]. The yield is 0.760.